This data is from Full USPTO retrosynthesis dataset with 1.9M reactions from patents (1976-2016). The task is: Predict the reactants needed to synthesize the given product. (1) Given the product [F:1][C:2]1[CH:7]=[CH:6][CH:5]=[CH:4][C:3]=1[CH:8]([OH:25])[CH2:9][O:10][C:11]1[CH:24]=[CH:23][C:14]([CH2:15][CH:16]2[S:20][C:19](=[O:21])[NH:18][C:17]2=[O:22])=[CH:13][CH:12]=1, predict the reactants needed to synthesize it. The reactants are: [F:1][C:2]1[CH:7]=[CH:6][CH:5]=[CH:4][C:3]=1[CH:8]([OH:25])[CH2:9][O:10][C:11]1[CH:24]=[CH:23][C:14]([CH:15]=[C:16]2[S:20][C:19](=[O:21])[NH:18][C:17]2=[O:22])=[CH:13][CH:12]=1.[OH-].[Na+].N1C=CC=CC=1C1C=CC=CN=1.[BH4-].[Na+]. (2) Given the product [Cl:1][C:2]1[CH:3]=[C:4]2[N:11]([CH:14]([CH3:16])[CH3:15])[C@@H:10]([CH3:12])[CH2:9][N:5]2[C:6](=[O:8])[N:7]=1, predict the reactants needed to synthesize it. The reactants are: [Cl:1][C:2]1[CH:3]=[C:4]2[NH:11][C@@H:10]([CH3:12])[CH2:9][N:5]2[C:6](=[O:8])[N:7]=1.I[CH:14]([CH3:16])[CH3:15].C([O-])([O-])=O.[Cs+].[Cs+]. (3) The reactants are: Cl[C:2]1[C:3]([CH:8]2[CH2:11][N:10]([C:12]3[CH:21]=[CH:20][C:19]4[C:14](=[CH:15][CH:16]=[CH:17][CH:18]=4)[N:13]=3)[CH2:9]2)=[N:4][CH:5]=[CH:6][N:7]=1.[F:22][C:23]1[CH:24]=[C:25](B(O)O)[CH:26]=[CH:27][C:28]=1[C:29](=[O:32])[NH:30][CH3:31].P([O-])([O-])([O-])=O.[K+].[K+].[K+].O. Given the product [F:22][C:23]1[CH:24]=[C:25]([C:2]2[C:3]([CH:8]3[CH2:11][N:10]([C:12]4[CH:21]=[CH:20][C:19]5[C:14](=[CH:15][CH:16]=[CH:17][CH:18]=5)[N:13]=4)[CH2:9]3)=[N:4][CH:5]=[CH:6][N:7]=2)[CH:26]=[CH:27][C:28]=1[C:29]([NH:30][CH3:31])=[O:32], predict the reactants needed to synthesize it. (4) The reactants are: CN([CH:4]=[C:5]1[C:10](=O)[C:9]([O:12][CH2:13][CH3:14])=[CH:8][CH2:7][CH2:6]1)C.[CH2:15]([S:22][C:23](=[NH:25])[NH2:24])[C:16]1[CH:21]=[CH:20][CH:19]=[CH:18][CH:17]=1. Given the product [CH2:15]([S:22][C:23]1[N:24]=[CH:4][C:5]2[CH2:6][CH2:7][CH:8]=[C:9]([O:12][CH2:13][CH3:14])[C:10]=2[N:25]=1)[C:16]1[CH:21]=[CH:20][CH:19]=[CH:18][CH:17]=1, predict the reactants needed to synthesize it. (5) The reactants are: [C:1]([CH:3]([C:34]1[C:39]([Cl:40])=[CH:38][CH:37]=[CH:36][C:35]=1[Cl:41])[C:4]1[N:9]=[N:8][C:7]([S:10][C:11]2[CH:33]=[CH:32][CH:31]=[CH:30][C:12]=2[CH2:13][NH:14][C:15](=[O:29])[C:16]2[CH:21]=[C:20]([N:22]3[CH2:27][CH2:26][O:25][CH2:24][CH2:23]3)[CH:19]=[C:18]([F:28])[CH:17]=2)=[CH:6][CH:5]=1)#[N:2].S(=O)(=O)(O)[OH:43]. Given the product [NH2:2][C:1](=[O:43])[CH:3]([C:4]1[N:9]=[N:8][C:7]([S:10][C:11]2[CH:33]=[CH:32][CH:31]=[CH:30][C:12]=2[CH2:13][NH:14][C:15](=[O:29])[C:16]2[CH:21]=[C:20]([N:22]3[CH2:27][CH2:26][O:25][CH2:24][CH2:23]3)[CH:19]=[C:18]([F:28])[CH:17]=2)=[CH:6][CH:5]=1)[C:34]1[C:35]([Cl:41])=[CH:36][CH:37]=[CH:38][C:39]=1[Cl:40], predict the reactants needed to synthesize it. (6) Given the product [CH3:18][C:3]1[C:4]([CH:16]=[O:17])=[CH:5][N:6]([S:7]([C:10]2[CH:15]=[CH:14][CH:13]=[CH:12][CH:11]=2)(=[O:9])=[O:8])[C:2]=1[C:21]1[CH:22]=[CH:23][S:19][CH:20]=1, predict the reactants needed to synthesize it. The reactants are: Br[C:2]1[N:6]([S:7]([C:10]2[CH:15]=[CH:14][CH:13]=[CH:12][CH:11]=2)(=[O:9])=[O:8])[CH:5]=[C:4]([CH:16]=[O:17])[C:3]=1[CH3:18].[S:19]1[CH:23]=[CH:22][C:21](B(O)O)=[CH:20]1.C(=O)([O-])[O-].[Na+].[Na+].O. (7) Given the product [F:15][C:4]1[CH:3]=[C:2]([C:30]#[C:29]/[C:25](/[CH3:24])=[CH:26]\[CH2:27][OH:28])[CH:7]=[CH:6][C:5]=1[CH2:8][CH2:9][C:10]([O:12][CH2:13][CH3:14])=[O:11], predict the reactants needed to synthesize it. The reactants are: Br[C:2]1[CH:7]=[CH:6][C:5]([CH2:8][CH2:9][C:10]([O:12][CH2:13][CH3:14])=[O:11])=[C:4]([F:15])[CH:3]=1.CN(CCN(C)C)C.[CH3:24]/[C:25](/[C:29]#[CH:30])=[CH:26]/[CH2:27][OH:28]. (8) Given the product [CH3:24][N:25]([CH3:26])[CH2:20][CH2:15][N:14]1[C:10]([C:6]2[CH:7]=[CH:8][CH:9]=[C:4]([N+:1]([O-:3])=[O:2])[CH:5]=2)=[CH:11][N:12]=[CH:13]1, predict the reactants needed to synthesize it. The reactants are: [N+:1]([C:4]1[CH:5]=[C:6]([C:10](=O)[CH2:11][N:12]2C(=O)[C:20]3[C:15](=CC=CC=3)[N:14]=[CH:13]2)[CH:7]=[CH:8][CH:9]=1)([O-:3])=[O:2].[CH3:24][N:25](C)[CH2:26]CN.C1(C)C=CC(S(O)(=O)=O)=CC=1.C([O-])(O)=O.[Na+].